Predict the product of the given reaction. From a dataset of Forward reaction prediction with 1.9M reactions from USPTO patents (1976-2016). Given the reactants [Br:1][C:2]1[CH:3]=[C:4]2[C:8](=[CH:9][CH:10]=1)[NH:7][C:6](=[O:11])[CH2:5]2.[O:12]=[C:13]1[C:18]2=[CH:19][NH:20][C:21]([CH:22]=O)=[C:17]2[CH2:16][CH2:15][NH:14]1.N1CCCCC1, predict the reaction product. The product is: [Br:1][C:2]1[CH:3]=[C:4]2[C:8](=[CH:9][CH:10]=1)[NH:7][C:6](=[O:11])[C:5]2=[CH:22][C:21]1[NH:20][CH:19]=[C:18]2[C:17]=1[CH2:16][CH2:15][NH:14][C:13]2=[O:12].